Dataset: Catalyst prediction with 721,799 reactions and 888 catalyst types from USPTO. Task: Predict which catalyst facilitates the given reaction. (1) Reactant: [CH3:1][CH2:2][N:3]([CH2:6][CH2:7][NH:8][C:9]([C:11]1[CH:12]=[CH:13][C:14]([NH2:17])=[CH:15][CH:16]=1)=[O:10])[CH2:4][CH3:5].Cl.C([O-])([O-])=O.[Na+].[Na+]. Product: [CH3:5][CH2:4][N:3]([CH2:6][CH2:7][NH:8][C:9]([C:11]1[CH:16]=[CH:15][C:14]([NH2:17])=[CH:13][CH:12]=1)=[O:10])[CH2:2][CH3:1]. The catalyst class is: 6. (2) Reactant: [Br:1][C:2]1[CH:3]=[C:4]([CH2:10][C:11](O)=[O:12])[CH:5]=[CH:6][C:7]=1[O:8][CH3:9].S(C)C.CO. Product: [Br:1][C:2]1[CH:3]=[C:4]([CH2:10][CH2:11][OH:12])[CH:5]=[CH:6][C:7]=1[O:8][CH3:9]. The catalyst class is: 1. (3) Reactant: [Br:1][C:2]1[CH:3]=[CH:4][C:5]([F:16])=[C:6]([C:8]23[CH2:15][O:14][CH2:13][CH:12]2[CH2:11][O:10][NH:9]3)[CH:7]=1. Product: [NH2:9][C:8]1([C:6]2[CH:7]=[C:2]([Br:1])[CH:3]=[CH:4][C:5]=2[F:16])[CH2:15][O:14][CH2:13][CH:12]1[CH2:11][OH:10]. The catalyst class is: 183.